From a dataset of Reaction yield outcomes from USPTO patents with 853,638 reactions. Predict the reaction yield, written as a fraction of the theoretical maximum amount of product (1.0 means a 100% yield; for example, 0.34 means a 34% yield). (1) The reactants are [Br:1][C:2]1[CH:3]=[N:4][CH:5]=[C:6]([CH:10]=1)[C:7](Cl)=[O:8].[CH3:11][NH:12][CH3:13].C1COCC1. The catalyst is N1C=CC=CC=1. The product is [Br:1][C:2]1[CH:3]=[N:4][CH:5]=[C:6]([CH:10]=1)[C:7]([N:12]([CH3:13])[CH3:11])=[O:8]. The yield is 0.890. (2) The reactants are Br[C:2]1[CH:7]=[CH:6][N:5]=[C:4]2[N:8]([CH2:11][O:12][CH2:13][CH2:14][Si:15]([CH3:18])([CH3:17])[CH3:16])[CH:9]=[CH:10][C:3]=12.CC1(C)C(C)(C)OB([C:27]2[CH:28]=[N:29][N:30](C(OC(C)(C)C)=O)[CH:31]=2)O1.C(=O)([O-])[O-].[Na+].[Na+]. The catalyst is O1CCOCC1.O.C(OCC)(=O)C.C1C=CC([P]([Pd]([P](C2C=CC=CC=2)(C2C=CC=CC=2)C2C=CC=CC=2)([P](C2C=CC=CC=2)(C2C=CC=CC=2)C2C=CC=CC=2)[P](C2C=CC=CC=2)(C2C=CC=CC=2)C2C=CC=CC=2)(C2C=CC=CC=2)C2C=CC=CC=2)=CC=1. The product is [NH:29]1[CH:28]=[C:27]([C:2]2[CH:7]=[CH:6][N:5]=[C:4]3[N:8]([CH2:11][O:12][CH2:13][CH2:14][Si:15]([CH3:18])([CH3:17])[CH3:16])[CH:9]=[CH:10][C:3]=23)[CH:31]=[N:30]1. The yield is 0.690. (3) The reactants are [Br:1][C:2]1[C:7]([NH:8][S:9]([C:12]2[CH:17]=[CH:16][C:15]([C:18]([CH3:21])([CH3:20])[CH3:19])=[CH:14][CH:13]=2)(=[O:11])=[O:10])=[CH:6][C:5]([Cl:22])=[CH:4][N:3]=1.C([O-])([O-])=O.[K+].[K+].[CH3:29][O:30][CH2:31]Cl. The catalyst is C1COCC1. The product is [Br:1][C:2]1[C:7]([N:8]([CH2:29][O:30][CH3:31])[S:9]([C:12]2[CH:17]=[CH:16][C:15]([C:18]([CH3:19])([CH3:21])[CH3:20])=[CH:14][CH:13]=2)(=[O:11])=[O:10])=[CH:6][C:5]([Cl:22])=[CH:4][N:3]=1. The yield is 0.860. (4) The reactants are [CH2:1]([O:8][C@@H:9]([C@H:19]([C@@H:28]([CH2:30][O:31][CH2:32][C:33]1[CH:38]=[CH:37][CH:36]=[CH:35][CH:34]=1)[OH:29])[O:20][CH2:21][C:22]1[CH:27]=[CH:26][CH:25]=[CH:24][CH:23]=1)[CH2:10][O:11][Si](C(C)(C)C)(C)C)[C:2]1[CH:7]=[CH:6][CH:5]=[CH:4][CH:3]=1.[N+](C1C=CC(C(O)=O)=CC=1)([O-])=O.C1(P(C2C=CC=CC=2)C2C=CC=CC=2)C=CC=CC=1.CC(OC(/N=N/C(OC(C)C)=O)=O)C.[F-].C([N+](CCCC)(CCCC)CCCC)CCC. The catalyst is C1COCC1. The product is [CH2:1]([O:8][C@H:9]([C@@H:19]([C@@H:28]([CH2:30][O:31][CH2:32][C:33]1[CH:34]=[CH:35][CH:36]=[CH:37][CH:38]=1)[OH:29])[O:20][CH2:21][C:22]1[CH:23]=[CH:24][CH:25]=[CH:26][CH:27]=1)[CH2:10][OH:11])[C:2]1[CH:7]=[CH:6][CH:5]=[CH:4][CH:3]=1. The yield is 0.570. (5) The reactants are [CH2:1]([N:8]1[CH2:13][CH2:12][C:11]([NH:18][C:19](=[O:36])[C:20]2[CH:25]=[CH:24][C:23]([O:26][CH2:27][CH2:28][CH2:29][N:30]3[CH2:34][CH2:33][CH2:32][CH:31]3[CH3:35])=[CH:22][CH:21]=2)([C:14](OC)=[O:15])[CH2:10][CH2:9]1)[C:2]1[CH:7]=[CH:6][CH:5]=[CH:4][CH:3]=1.[BH4-].[Li+].[OH-].[Na+].Cl.C(=O)([O-])[O-].[K+].[K+]. The catalyst is O1CCCC1.ClCCl.O. The product is [CH2:1]([N:8]1[CH2:13][CH2:12][C:11]([NH:18][C:19](=[O:36])[C:20]2[CH:21]=[CH:22][C:23]([O:26][CH2:27][CH2:28][CH2:29][N:30]3[CH2:34][CH2:33][CH2:32][CH:31]3[CH3:35])=[CH:24][CH:25]=2)([CH2:14][OH:15])[CH2:10][CH2:9]1)[C:2]1[CH:3]=[CH:4][CH:5]=[CH:6][CH:7]=1. The yield is 0.720.